This data is from Peptide-MHC class I binding affinity with 185,985 pairs from IEDB/IMGT. The task is: Regression. Given a peptide amino acid sequence and an MHC pseudo amino acid sequence, predict their binding affinity value. This is MHC class I binding data. (1) The peptide sequence is AYLAVSEAL. The MHC is H-2-Dd with pseudo-sequence H-2-Dd. The binding affinity (normalized) is 0. (2) The peptide sequence is ALGGSIAVK. The MHC is HLA-A33:01 with pseudo-sequence HLA-A33:01. The binding affinity (normalized) is 0.